This data is from Full USPTO retrosynthesis dataset with 1.9M reactions from patents (1976-2016). The task is: Predict the reactants needed to synthesize the given product. (1) Given the product [O:36]=[C:34]1[O:33][N:32]=[C:31]([C:26]2[CH:27]=[CH:28][CH:29]=[CH:30][C:25]=2[C:22]2[CH:21]=[CH:20][C:19]([CH2:18][C:15]3[C:16](=[O:17])[N:11]([C@H:8]4[CH2:9][CH2:10][C@H:5]([O:4][CH2:3][C:2](=[O:1])[CH3:43])[CH2:6][CH2:7]4)[C:12]4[N:13]([N:40]=[CH:41][CH:42]=4)[C:14]=3[CH2:37][CH2:38][CH3:39])=[CH:24][CH:23]=2)[NH:35]1, predict the reactants needed to synthesize it. The reactants are: [OH:1][CH:2]([CH3:43])[CH2:3][O:4][C@H:5]1[CH2:10][CH2:9][C@H:8]([N:11]2[C:16](=[O:17])[C:15]([CH2:18][C:19]3[CH:24]=[CH:23][C:22]([C:25]4[CH:30]=[CH:29][CH:28]=[CH:27][C:26]=4[C:31]4[NH:35][C:34](=[O:36])[O:33][N:32]=4)=[CH:21][CH:20]=3)=[C:14]([CH2:37][CH2:38][CH3:39])[N:13]3[N:40]=[CH:41][CH:42]=[C:12]23)[CH2:7][CH2:6]1.CC(OI1(OC(C)=O)(OC(C)=O)OC(=O)C2C1=CC=CC=2)=O.C(OCC)(=O)C.S([O-])([O-])(=O)=S.[Na+].[Na+]. (2) Given the product [CH3:1][O:2][CH2:3][CH2:4][NH:5][CH2:12][C:11]1[CH:14]=[CH:15][C:8]([C:6]#[N:7])=[CH:9][CH:10]=1, predict the reactants needed to synthesize it. The reactants are: [CH3:1][O:2][CH2:3][CH2:4][NH2:5].[C:6]([C:8]1[CH:15]=[CH:14][C:11]([CH2:12]Br)=[CH:10][CH:9]=1)#[N:7]. (3) Given the product [S:9]1[C:5]([C:3](=[O:4])[CH2:2][O:24][C:22]([CH:21]2[CH2:25][CH2:26][CH2:27][N:20]2[C:13]([O:15][C:16]([CH3:19])([CH3:18])[CH3:17])=[O:14])=[O:23])=[CH:6][CH:7]2[S:12][CH:11]=[CH:10][CH:8]12, predict the reactants needed to synthesize it. The reactants are: Br[CH2:2][C:3]([C:5]1[S:9][CH:8]2[CH:10]=[CH:11][S:12][CH:7]2[CH:6]=1)=[O:4].[C:13]([N:20]1[CH2:27][CH2:26][CH2:25][C@H:21]1[C:22]([OH:24])=[O:23])([O:15][C:16]([CH3:19])([CH3:18])[CH3:17])=[O:14].CC#N. (4) Given the product [Cl:34][C:21]1[CH:20]=[C:19]([NH:18][C:15]2[C:16]3[S:17][C:9]([C:8]#[C:7][CH2:6][NH:39][CH2:38][CH2:37][C:35]#[N:36])=[CH:10][C:11]=3[N:12]=[CH:13][N:14]=2)[CH:24]=[CH:23][C:22]=1[O:25][CH2:26][C:27]1[CH:32]=[CH:31][CH:30]=[C:29]([F:33])[CH:28]=1, predict the reactants needed to synthesize it. The reactants are: CS(O[CH2:6][C:7]#[C:8][C:9]1[S:17][C:16]2[C:15]([NH:18][C:19]3[CH:24]=[CH:23][C:22]([O:25][CH2:26][C:27]4[CH:32]=[CH:31][CH:30]=[C:29]([F:33])[CH:28]=4)=[C:21]([Cl:34])[CH:20]=3)=[N:14][CH:13]=[N:12][C:11]=2[CH:10]=1)(=O)=O.[C:35]([CH2:37][CH2:38][NH2:39])#[N:36].O.